From a dataset of Reaction yield outcomes from USPTO patents with 853,638 reactions. Predict the reaction yield, written as a fraction of the theoretical maximum amount of product (1.0 means a 100% yield; for example, 0.34 means a 34% yield). (1) The reactants are [NH2:1][C@@H:2]([CH2:27][C:28]1[CH:33]=[CH:32][CH:31]=[CH:30][CH:29]=1)[CH2:3][C@H:4]([OH:26])[C@@H:5]([NH:13][C:14]([C@@H:16]([NH:21][C:22](=[O:25])[O:23][CH3:24])[C@@H:17]([CH3:20])[CH2:18][CH3:19])=[O:15])[CH2:6][C:7]1[CH:12]=[CH:11][CH:10]=[CH:9][CH:8]=1.[CH3:34][C@@H:35]([CH2:54][CH3:55])[C@H:36]([N:40]1[CH2:44][CH2:43][N:42]([CH2:45][C:46]2[CH:51]=[CH:50][CH:49]=[C:48]([CH3:52])[N:47]=2)[C:41]1=[O:53])[C:37](O)=[O:38].CCOP(ON1N=NC2C=CC=CC=2C1=O)(OCC)=O.C(N(CC)C(C)C)(C)C. The catalyst is C1COCC1. The product is [CH2:6]([C@H:5]([NH:13][C:14]([C@@H:16]([NH:21][C:22](=[O:25])[O:23][CH3:24])[CH:17]([CH3:20])[CH2:18][CH3:19])=[O:15])[C@@H:4]([OH:26])[CH2:3][C@@H:2]([NH:1][C:37](=[O:38])[C@@H:36]([N:40]1[CH2:44][CH2:43][N:42]([CH2:45][C:46]2[CH:51]=[CH:50][CH:49]=[C:48]([CH3:52])[N:47]=2)[C:41]1=[O:53])[CH:35]([CH3:34])[CH2:54][CH3:55])[CH2:27][C:28]1[CH:29]=[CH:30][CH:31]=[CH:32][CH:33]=1)[C:7]1[CH:12]=[CH:11][CH:10]=[CH:9][CH:8]=1. The yield is 0.450. (2) The reactants are ClC(Cl)(O[C:5](=[O:11])OC(Cl)(Cl)Cl)Cl.[F:13][C:14]([F:22])([F:21])[CH:15]([OH:20])[C:16]([F:19])([F:18])[F:17].C(N(CC)C(C)C)(C)C.[CH3:32][N:33]([CH3:55])[C:34](=[O:54])[C:35]1[CH:40]=[C:39]([C:41]2[CH:46]=[CH:45][CH:44]=[CH:43][CH:42]=2)[CH:38]=[CH:37][C:36]=1[CH2:47][N:48]1[CH2:53][CH2:52][NH:51][CH2:50][CH2:49]1. The catalyst is ClCCl.O. The product is [CH3:32][N:33]([CH3:55])[C:34]([C:35]1[CH:40]=[C:39]([C:41]2[CH:46]=[CH:45][CH:44]=[CH:43][CH:42]=2)[CH:38]=[CH:37][C:36]=1[CH2:47][N:48]1[CH2:53][CH2:52][N:51]([C:5]([O:20][CH:15]([C:16]([F:19])([F:18])[F:17])[C:14]([F:22])([F:21])[F:13])=[O:11])[CH2:50][CH2:49]1)=[O:54]. The yield is 0.280. (3) The reactants are [Br:1][C:2]1[CH:8]=[CH:7][C:5]([NH2:6])=[C:4]([CH3:9])[CH:3]=1.C(=O)([O-])O.[Na+].[C:15](Cl)(Cl)=[S:16]. The catalyst is O1CCCC1. The product is [Br:1][C:2]1[CH:8]=[CH:7][C:5]([N:6]=[C:15]=[S:16])=[C:4]([CH3:9])[CH:3]=1. The yield is 0.610. (4) The reactants are [CH2:1]([C@@H:8]1[NH:13][CH2:12][CH2:11][N:10]([CH2:14][C:15]2[CH:20]=[CH:19][C:18]([Br:21])=[CH:17][CH:16]=2)[CH2:9]1)[C:2]1[CH:7]=[CH:6][CH:5]=[CH:4][CH:3]=1.C=O.[C:24](O)(=O)C.C(O[BH-](OC(=O)C)OC(=O)C)(=O)C.[Na+]. The catalyst is O1CCCC1.C(=O)(O)[O-].[Na+]. The product is [CH2:1]([C@H:8]1[CH2:9][N:10]([CH2:14][C:15]2[CH:16]=[CH:17][C:18]([Br:21])=[CH:19][CH:20]=2)[CH2:11][CH2:12][N:13]1[CH3:24])[C:2]1[CH:3]=[CH:4][CH:5]=[CH:6][CH:7]=1. The yield is 0.820. (5) The product is [CH2:13]([O:12][C:10]1[CH:11]=[C:2]([NH:1][C:21]([O:23][C:24]([CH3:27])([CH3:26])[CH3:25])=[O:20])[CH:3]=[C:4]2[C:9]=1[N:8]=[CH:7][CH:6]=[CH:5]2)[C:14]1[CH:19]=[CH:18][CH:17]=[CH:16][CH:15]=1. The yield is 0.980. The reactants are [NH2:1][C:2]1[CH:3]=[C:4]2[C:9](=[C:10]([O:12][CH2:13][C:14]3[CH:19]=[CH:18][CH:17]=[CH:16][CH:15]=3)[CH:11]=1)[N:8]=[CH:7][CH:6]=[CH:5]2.[O:20](C(OC(C)(C)C)=O)[C:21]([O:23][C:24]([CH3:27])([CH3:26])[CH3:25])=O. The catalyst is O1CCOCC1. (6) The reactants are C(=O)([O-])[O-].[Cs+].[Cs+].[OH:7][C:8]1[CH:13]=[CH:12][C:11]([C:14]2[CH:15]=[C:16]3[C:21](=[CH:22][CH:23]=2)[N:20]=[C:19]([C:24]([O:26][CH2:27][CH3:28])=[O:25])[C:18]([CH3:29])=[CH:17]3)=[CH:10][CH:9]=1.Cl[CH2:31][C:32]1[C:33]([C:40]2[C:45]([Cl:46])=[CH:44][CH:43]=[CH:42][C:41]=2[Cl:47])=[N:34][O:35][C:36]=1[CH:37]([CH3:39])[CH3:38].O. The catalyst is CN(C)C=O. The product is [Cl:46][C:45]1[CH:44]=[CH:43][CH:42]=[C:41]([Cl:47])[C:40]=1[C:33]1[C:32]([CH2:31][O:7][C:8]2[CH:13]=[CH:12][C:11]([C:14]3[CH:15]=[C:16]4[C:21](=[CH:22][CH:23]=3)[N:20]=[C:19]([C:24]([O:26][CH2:27][CH3:28])=[O:25])[C:18]([CH3:29])=[CH:17]4)=[CH:10][CH:9]=2)=[C:36]([CH:37]([CH3:39])[CH3:38])[O:35][N:34]=1. The yield is 0.440.